From a dataset of Reaction yield outcomes from USPTO patents with 853,638 reactions. Predict the reaction yield, written as a fraction of the theoretical maximum amount of product (1.0 means a 100% yield; for example, 0.34 means a 34% yield). The reactants are Cl.[F:2][C:3]([F:34])([F:33])[C:4]1[CH:5]=[C:6]([CH:26]=[C:27]([C:29]([F:32])([F:31])[F:30])[CH:28]=1)[CH2:7][N:8]([CH3:25])[C:9]([C@@H:11]1[CH2:16][CH2:15][NH:14][CH2:13][C@H:12]1[C:17]1[CH:22]=[CH:21][C:20]([F:23])=[CH:19][C:18]=1[CH3:24])=[O:10].Br[C:36]1[S:37][C:38]([N+:41]([O-:43])=[O:42])=[CH:39][N:40]=1.C(=O)([O-])O.[Na+].O. The catalyst is CCO. The product is [F:34][C:3]([F:2])([F:33])[C:4]1[CH:5]=[C:6]([CH:26]=[C:27]([C:29]([F:30])([F:31])[F:32])[CH:28]=1)[CH2:7][N:8]([CH3:25])[C:9]([C@@H:11]1[CH2:16][CH2:15][N:14]([C:36]2[S:37][C:38]([N+:41]([O-:43])=[O:42])=[CH:39][N:40]=2)[CH2:13][C@H:12]1[C:17]1[CH:22]=[CH:21][C:20]([F:23])=[CH:19][C:18]=1[CH3:24])=[O:10]. The yield is 0.820.